This data is from Full USPTO retrosynthesis dataset with 1.9M reactions from patents (1976-2016). The task is: Predict the reactants needed to synthesize the given product. (1) Given the product [N+:17]([C:15]1[CH:14]=[CH:13][C:11]2[N:12]=[C:8]([NH:7][C:4]([CH:1]3[CH2:3][CH2:2]3)=[O:5])[S:9][C:10]=2[CH:16]=1)([O-:19])=[O:18], predict the reactants needed to synthesize it. The reactants are: [CH:1]1([C:4](Cl)=[O:5])[CH2:3][CH2:2]1.[NH2:7][C:8]1[S:9][C:10]2[CH:16]=[C:15]([N+:17]([O-:19])=[O:18])[CH:14]=[CH:13][C:11]=2[N:12]=1. (2) Given the product [C:1]([O:5][C:6](=[O:7])[NH:8][C@H:9]([C:10](=[O:12])[NH:29][C:26]1[CH:27]=[CH:28][N:24]([CH2:23][C:22]([OH:21])([CH3:52])[CH3:64])[N:25]=1)[CH2:13][CH:14]1[CH2:19][CH2:18][CH2:17][CH2:16][O:15]1)([CH3:2])([CH3:3])[CH3:4], predict the reactants needed to synthesize it. The reactants are: [C:1]([O:5][C:6]([NH:8][C@@H:9]([CH2:13][CH:14]1[CH2:19][CH2:18][CH2:17][CH2:16][O:15]1)[C:10]([OH:12])=O)=[O:7])([CH3:4])([CH3:3])[CH3:2].Cl.[OH:21][C@@H:22]([CH2:52]O)[CH2:23][N:24]1[CH:28]=[CH:27][C:26]([NH:29]C(=O)[C@@H](N2CC(OC3C=CC=C(Cl)C=3Cl)=CC2=O)CC(C)C)=[N:25]1.F[P-](F)(F)(F)(F)F.N1(O[P+](N(C)C)(N(C)C)N(C)C)C2C=CC=C[C:64]=2N=N1.C(N(CC)C(C)C)(C)C. (3) Given the product [O:39]=[S:40]1(=[O:42])[CH2:36][CH2:37][N:32]([C:30]([C:25]2[CH:26]=[CH:27][CH:28]=[CH:29][C:24]=2[NH:23][C:3]2[C:2]([F:1])=[CH:7][N:6]=[C:5]([NH:8][C:9]3[CH:14]=[CH:13][CH:12]=[C:11]([CH2:15][CH2:16][N:17]4[CH2:18][CH2:19][O:20][CH2:21][CH2:22]4)[CH:10]=3)[N:4]=2)=[O:31])[CH2:33][CH2:34]1, predict the reactants needed to synthesize it. The reactants are: [F:1][C:2]1[C:3]([NH:23][C:24]2[CH:29]=[CH:28][CH:27]=[CH:26][C:25]=2[C:30]([N:32]2[CH2:37][CH2:36]S[CH2:34][CH2:33]2)=[O:31])=[N:4][C:5]([NH:8][C:9]2[CH:14]=[CH:13][CH:12]=[C:11]([CH2:15][CH2:16][N:17]3[CH2:22][CH2:21][O:20][CH2:19][CH2:18]3)[CH:10]=2)=[N:6][CH:7]=1.O[O:39][S:40]([O-:42])=O.[K+]. (4) The reactants are: [F:1][C:2]1[CH:8]=[C:7]([CH:9]2[CH2:14][CH2:13][O:12][CH2:11][CH2:10]2)[CH:6]=[CH:5][C:3]=1[NH2:4].[N:15]([O-])=O.[Na+].[CH2:19]([O:26][CH2:27][C:28](=[O:33])[CH2:29][C:30](=[O:32])[CH3:31])[C:20]1[CH:25]=[CH:24][CH:23]=[CH:22][CH:21]=1.O.O.O.C([O-])(=O)C.[Na+]. Given the product [CH2:19]([O:26][CH2:27][C:28](=[O:33])[C:29](=[N:15][NH:4][C:3]1[CH:5]=[CH:6][C:7]([CH:9]2[CH2:10][CH2:11][O:12][CH2:13][CH2:14]2)=[CH:8][C:2]=1[F:1])[C:30](=[O:32])[CH3:31])[C:20]1[CH:25]=[CH:24][CH:23]=[CH:22][CH:21]=1, predict the reactants needed to synthesize it. (5) Given the product [OH:17][C:16]1[C:11]2[CH2:10][CH2:9][CH2:8][CH2:7][C:6]3[CH:34]=[C:2]([NH:38][CH2:35][CH2:36][CH3:37])[CH:3]=[CH:4][C:5]=3[C:12]=2[NH:13][C:14](=[O:22])[C:15]=1[C:18]([OH:20])=[O:19], predict the reactants needed to synthesize it. The reactants are: Cl[C:2]1[CH:3]=[CH:4][C:5]2[C:12]3[N:13](CC4C=CC(OC)=CC=4OC)[C:14](=[O:22])[C:15]([C:18]([O:20]C)=[O:19])=[C:16]([OH:17])[C:11]=3[CH2:10][CH2:9][CH2:8][CH2:7][C:6]=2[CH:34]=1.[CH2:35]([NH2:38])[CH2:36][CH3:37]. (6) The reactants are: [CH2:1]([N:8]1[C:13](=[O:14])[C:12]2[CH:15]=[CH:16][CH:17]=[N:18][C:11]=2[N:10]=[C:9]1[CH2:19][CH:20]([CH3:22])[CH3:21])[C:2]1[CH:7]=[CH:6][CH:5]=[CH:4][CH:3]=1.[CH3:23][C:24]([O-:26])=O.[Na+].[Br:28]Br. Given the product [NH2:8][CH2:13][CH2:12][CH2:11][N:10]([CH:19]([C:9]1[N:8]([CH2:1][C:2]2[CH:3]=[CH:4][CH:5]=[CH:6][CH:7]=2)[C:13](=[O:14])[C:12]2[CH:15]=[CH:16][CH:17]=[N:18][C:11]=2[N:10]=1)[CH:20]([CH3:22])[CH3:21])[C:24](=[O:26])[C:23]1[CH:4]=[CH:3][C:2]([CH3:1])=[CH:7][CH:6]=1.[CH2:1]([N:8]1[C:13](=[O:14])[C:12]2[CH:15]=[CH:16][CH:17]=[N:18][C:11]=2[N:10]=[C:9]1[CH:19]([Br:28])[CH:20]([CH3:22])[CH3:21])[C:2]1[CH:3]=[CH:4][CH:5]=[CH:6][CH:7]=1, predict the reactants needed to synthesize it.